Dataset: Forward reaction prediction with 1.9M reactions from USPTO patents (1976-2016). Task: Predict the product of the given reaction. (1) Given the reactants Cl.[N:2]1[CH:7]=[CH:6][CH:5]=[N:4][C:3]=1[N:8]1[CH2:13][CH2:12][N:11]([CH2:14][C:15]([OH:17])=O)[CH2:10][CH2:9]1.[NH2:18][C@@H:19]([CH2:37][O:38][CH2:39][C:40]1[CH:45]=[CH:44][CH:43]=[CH:42][CH:41]=1)[C:20]([NH:22][C:23]1[CH:28]=[CH:27][C:26]([O:29][C:30]2[CH:35]=[CH:34][C:33]([F:36])=[CH:32][CH:31]=2)=[CH:25][CH:24]=1)=[O:21], predict the reaction product. The product is: [CH2:39]([O:38][CH2:37][C@H:19]([NH:18][C:15](=[O:17])[CH2:14][N:11]1[CH2:10][CH2:9][N:8]([C:3]2[N:2]=[CH:7][CH:6]=[CH:5][N:4]=2)[CH2:13][CH2:12]1)[C:20]([NH:22][C:23]1[CH:28]=[CH:27][C:26]([O:29][C:30]2[CH:35]=[CH:34][C:33]([F:36])=[CH:32][CH:31]=2)=[CH:25][CH:24]=1)=[O:21])[C:40]1[CH:45]=[CH:44][CH:43]=[CH:42][CH:41]=1. (2) Given the reactants [CH2:1]([N:3]1[C:7]2([CH2:12][CH2:11][NH:10][CH2:9][CH2:8]2)[C:6](=[O:13])[NH:5][C:4]1=[O:14])[CH3:2].C(=O)([O-])[O-].[K+].[K+].Br[CH2:22][C:23]1[N:33]([CH2:34][C:35]([CH3:38])([CH3:37])[CH3:36])[C:26]2[N:27]=[C:28]([C:31]#[N:32])[N:29]=[CH:30][C:25]=2[CH:24]=1, predict the reaction product. The product is: [CH3:36][C:35]([CH3:38])([CH3:37])[CH2:34][N:33]1[C:26]2[N:27]=[C:28]([C:31]#[N:32])[N:29]=[CH:30][C:25]=2[CH:24]=[C:23]1[CH2:22][N:10]1[CH2:11][CH2:12][C:7]2([N:3]([CH2:1][CH3:2])[C:4](=[O:14])[NH:5][C:6]2=[O:13])[CH2:8][CH2:9]1. (3) Given the reactants [CH3:1][S:2][C:3]1[N:8]=[C:7]([C:9]2[O:13][CH:12]=[N:11][C:10]=2[C:14]2[CH:19]=[CH:18][CH:17]=[C:16]([N+:20]([O-:22])=[O:21])[CH:15]=2)[CH:6]=[CH:5][N:4]=1.C1C=C(Cl)C=C(C(OO)=[O:31])C=1, predict the reaction product. The product is: [CH3:1][S:2]([C:3]1[N:8]=[C:7]([C:9]2[O:13][CH:12]=[N:11][C:10]=2[C:14]2[CH:19]=[CH:18][CH:17]=[C:16]([N+:20]([O-:22])=[O:21])[CH:15]=2)[CH:6]=[CH:5][N:4]=1)=[O:31]. (4) Given the reactants [N:1]1([C:7]2[CH:12]=[CH:11][C:10]([OH:13])=[CH:9][CH:8]=2)[CH2:6][CH2:5][NH:4][CH2:3][CH2:2]1.[C:14](O[C:14]([O:16][C:17]([CH3:20])([CH3:19])[CH3:18])=[O:15])([O:16][C:17]([CH3:20])([CH3:19])[CH3:18])=[O:15], predict the reaction product. The product is: [C:17]([O:16][C:14]([N:4]1[CH2:3][CH2:2][N:1]([C:7]2[CH:8]=[CH:9][C:10]([OH:13])=[CH:11][CH:12]=2)[CH2:6][CH2:5]1)=[O:15])([CH3:20])([CH3:19])[CH3:18]. (5) Given the reactants [NH2:1][C:2]1[S:3][C:4]([C:10]([NH:12][CH2:13][C:14]2[CH:19]=[CH:18][CH:17]=[CH:16][CH:15]=2)=[O:11])=[C:5]([CH2:7][NH:8][CH3:9])[N:6]=1.[CH2:20]([C:27]1[CH:35]=[CH:34][C:30]([C:31](O)=[O:32])=[CH:29][CH:28]=1)[C:21]1[CH:26]=[CH:25][CH:24]=[CH:23][CH:22]=1, predict the reaction product. The product is: [CH2:13]([NH:12][C:10]([C:4]1[S:3][C:2]([NH:1][C:31](=[O:32])[C:30]2[CH:29]=[CH:28][C:27]([CH2:20][C:21]3[CH:22]=[CH:23][CH:24]=[CH:25][CH:26]=3)=[CH:35][CH:34]=2)=[N:6][C:5]=1[CH2:7][NH:8][CH3:9])=[O:11])[C:14]1[CH:19]=[CH:18][CH:17]=[CH:16][CH:15]=1. (6) Given the reactants [Cl:1][C:2]1[CH:3]=[C:4](B(O)O)[CH:5]=[C:6]([Cl:8])[CH:7]=1.[F:12][C:13]1[CH:14]=[C:15]([CH:25]([NH:27][C:28]([C:30]2[N:31]=[C:32](Cl)[O:33][CH:34]=2)=[O:29])[CH3:26])[CH:16]=[C:17]([F:24])[C:18]=1[NH:19][S:20]([CH3:23])(=[O:22])=[O:21].C([O-])([O-])=O.[Cs+].[Cs+], predict the reaction product. The product is: [F:24][C:17]1[CH:16]=[C:15]([CH:25]([NH:27][C:28]([C:30]2[N:31]=[C:32]([C:4]3[CH:3]=[C:2]([Cl:1])[CH:7]=[C:6]([Cl:8])[CH:5]=3)[O:33][CH:34]=2)=[O:29])[CH3:26])[CH:14]=[C:13]([F:12])[C:18]=1[NH:19][S:20]([CH3:23])(=[O:22])=[O:21].